Dataset: CYP2C9 inhibition data for predicting drug metabolism from PubChem BioAssay. Task: Regression/Classification. Given a drug SMILES string, predict its absorption, distribution, metabolism, or excretion properties. Task type varies by dataset: regression for continuous measurements (e.g., permeability, clearance, half-life) or binary classification for categorical outcomes (e.g., BBB penetration, CYP inhibition). Dataset: cyp2c9_veith. (1) The molecule is COC(=O)c1ccccc1Oc1c(F)c(F)nc(N2CCOCC2)c1F. The result is 1 (inhibitor). (2) The molecule is CN(C)c1ncc2nc(-c3cccs3)c(=O)n(Cc3cccs3)c2n1. The result is 0 (non-inhibitor). (3) The compound is O=C(NCc1n[nH]c(=S)n1-c1cccc(Cl)c1)c1ccc(S(=O)(=O)N2CCCC2)cc1. The result is 1 (inhibitor). (4) The molecule is Cc1cc(N2CCOCC2)nc2ccc(Cc3ccc4nc(N5CCOCC5)cc(C)c4c3)cc12. The result is 1 (inhibitor). (5) The compound is O=C1NCC2=C1C(c1ccc(Br)cc1)Nc1ccccc1N2. The result is 1 (inhibitor). (6) The molecule is Cc1nc2ncnn2c(C)c1CCC(=O)NC(C)c1ccc2c(c1)OCCO2. The result is 0 (non-inhibitor). (7) The drug is CC(C)(C)N1C(=O)[C@H]2CC[C@@H]3/C(=N\OCc4ccccc4)C[C@@H](O)[C@@H](O)[C@@H]3[C@@H]2C1=O. The result is 0 (non-inhibitor). (8) The drug is Cc1[nH]nc(N2CCCCCC2)c1[N+](=O)[O-]. The result is 1 (inhibitor). (9) The drug is CCN(CC)CCOCCOC(=O)C1(c2ccccc2)CCCC1. The result is 0 (non-inhibitor). (10) The compound is COc1ncc2ncc(=O)n(C)c2n1. The result is 0 (non-inhibitor).